Dataset: Forward reaction prediction with 1.9M reactions from USPTO patents (1976-2016). Task: Predict the product of the given reaction. (1) The product is: [NH:16]1[C:17]2[C:13](=[C:12]([C:10]3[CH:9]=[C:8]4[C:4]([CH:5]=[N:6][N:7]4[S:28]([C:31]4[CH:32]=[CH:33][CH:34]=[CH:35][CH:36]=4)(=[O:29])=[O:30])=[C:3]([C:1]4[NH:2][N:60]=[N:59][N:58]=4)[CH:11]=3)[CH:20]=[CH:19][CH:18]=2)[CH:14]=[CH:15]1. Given the reactants [C:1]([C:3]1[CH:11]=[C:10]([C:12]2[CH:20]=[CH:19][CH:18]=[C:17]3[C:13]=2[CH:14]=[CH:15][N:16]3C(OC(C)(C)C)=O)[CH:9]=[C:8]2[C:4]=1[CH:5]=[N:6][N:7]2[S:28]([C:31]1[CH:36]=[CH:35][CH:34]=[CH:33][CH:32]=1)(=[O:30])=[O:29])#[N:2].C1(C)C=CC=CC=1.C([Sn](CCCC)=O)CCC.C[Si]([N:58]=[N+:59]=[N-:60])(C)C, predict the reaction product. (2) Given the reactants [C:1]([O:5][C:6]([NH:8][CH:9]1[CH2:14][CH2:13][CH:12]([O:15][C:16]2[C:17]3[C:18]4[C@H:19]([CH2:29][C:30](OCC)=[O:31])[CH2:20][CH2:21][CH2:22][C:23]=4[S:24][C:25]=3[N:26]=[CH:27][N:28]=2)[CH2:11][CH2:10]1)=[O:7])([CH3:4])([CH3:3])[CH3:2].[H-].[H-].[H-].[H-].[Li+].[Al+3], predict the reaction product. The product is: [OH:31][CH2:30][CH2:29][C@H:19]1[C:18]2[C:17]3[C:16]([O:15][CH:12]4[CH2:13][CH2:14][CH:9]([NH:8][C:6](=[O:7])[O:5][C:1]([CH3:3])([CH3:2])[CH3:4])[CH2:10][CH2:11]4)=[N:28][CH:27]=[N:26][C:25]=3[S:24][C:23]=2[CH2:22][CH2:21][CH2:20]1. (3) Given the reactants [Al].[Al].[Si].[OH:4][CH2:5][CH:6]([CH2:8][OH:9])[OH:7], predict the reaction product. The product is: [OH:4][CH2:5][C:6]1([O:9][CH2:8][C@@H:6]([OH:7])[C@@H:5]([OH:4])[C@H:8]1[OH:9])[OH:7]. (4) Given the reactants [CH2:1]([C:5]1[O:9][N:8]=[C:7]([C:10]([O:12]CC)=[O:11])[CH:6]=1)[CH2:2][CH2:3][CH3:4].C(O)C.[OH-].[K+], predict the reaction product. The product is: [CH2:1]([C:5]1[O:9][N:8]=[C:7]([C:10]([OH:12])=[O:11])[CH:6]=1)[CH2:2][CH2:3][CH3:4].